This data is from NCI-60 drug combinations with 297,098 pairs across 59 cell lines. The task is: Regression. Given two drug SMILES strings and cell line genomic features, predict the synergy score measuring deviation from expected non-interaction effect. (1) Drug 1: COC1=C(C=C2C(=C1)N=CN=C2NC3=CC(=C(C=C3)F)Cl)OCCCN4CCOCC4. Drug 2: C1=NC2=C(N=C(N=C2N1C3C(C(C(O3)CO)O)O)F)N. Cell line: PC-3. Synergy scores: CSS=24.3, Synergy_ZIP=-7.86, Synergy_Bliss=-0.775, Synergy_Loewe=0.638, Synergy_HSA=1.37. (2) Drug 1: C1CC(=O)NC(=O)C1N2C(=O)C3=CC=CC=C3C2=O. Drug 2: CC12CCC3C(C1CCC2OP(=O)(O)O)CCC4=C3C=CC(=C4)OC(=O)N(CCCl)CCCl.[Na+]. Cell line: HT29. Synergy scores: CSS=1.37, Synergy_ZIP=2.36, Synergy_Bliss=9.19, Synergy_Loewe=0.519, Synergy_HSA=1.62.